This data is from Full USPTO retrosynthesis dataset with 1.9M reactions from patents (1976-2016). The task is: Predict the reactants needed to synthesize the given product. (1) Given the product [NH2:28][CH:25]1[CH2:26][CH2:27][N:22]([CH2:16][CH2:15][N:14]2[C:13]3[C:8]([C:9](=[O:19])[NH:10][C:11](=[O:18])[N:12]=3)=[N:7][C:6]3[CH:20]=[C:2]([CH3:1])[C:3]([CH3:21])=[CH:4][C:5]2=3)[CH2:23][CH2:24]1, predict the reactants needed to synthesize it. The reactants are: [CH3:1][C:2]1[C:3]([CH3:21])=[CH:4][C:5]2[N:14]([CH2:15][CH:16]=O)[C:13]3[C:8]([C:9](=[O:19])[NH:10][C:11](=[O:18])[N:12]=3)=[N:7][C:6]=2[CH:20]=1.[NH:22]1[CH2:27][CH2:26][CH:25]([NH2:28])[CH2:24][CH2:23]1. (2) The reactants are: [Cl:1][C:2]1[CH:10]=[CH:9][C:5]([C:6]([OH:8])=[O:7])=[CH:4][C:3]=1[N:11]1[C:20](=[O:21])[C:19]2[CH:22]=[C:23]([N+:25]([O-])=O)[CH:24]=[C:17]3[C:18]=2[C:13](=[CH:14][C:15]([N+:28]([O-])=O)=[CH:16]3)[C:12]1=[O:31].CN(C)C=O.[H][H].CCOC(C)=O. Given the product [Cl:1][C:2]1[CH:10]=[CH:9][C:5]([C:6]([OH:8])=[O:7])=[CH:4][C:3]=1[N:11]1[C:20](=[O:21])[C:19]2[CH:22]=[C:23]([NH2:25])[CH:24]=[C:17]3[C:18]=2[C:13](=[CH:14][C:15]([NH2:28])=[CH:16]3)[C:12]1=[O:31], predict the reactants needed to synthesize it.